Task: Predict the reaction yield, written as a fraction of the theoretical maximum amount of product (1.0 means a 100% yield; for example, 0.34 means a 34% yield).. Dataset: Reaction yield outcomes from USPTO patents with 853,638 reactions (1) The reactants are Cl.[F:2][C:3]1([F:10])[CH2:8][CH2:7][CH:6]([NH2:9])[CH2:5][CH2:4]1.C([O-])([O-])=O.[Na+].[Na+].Cl[CH2:18][CH2:19][N:20]=[C:21]=[O:22].[H-].[Na+]. The catalyst is C1COCC1. The product is [F:2][C:3]1([F:10])[CH2:8][CH2:7][CH:6]([N:9]2[CH2:18][CH2:19][NH:20][C:21]2=[O:22])[CH2:5][CH2:4]1. The yield is 0.660. (2) The reactants are [CH3:1][N:2]([CH2:4][C:5]1([C:11]2[CH:16]=[CH:15][C:14]([OH:17])=[CH:13][CH:12]=2)[CH2:10][CH2:9][O:8][CH2:7][CH2:6]1)[CH3:3].[N:18]1([CH:23]([CH3:27])[CH2:24][CH2:25]O)[CH2:22][CH2:21][CH2:20][CH2:19]1.C1C=CC(P(C2C=CC=CC=2)C2C=CC=CC=2)=CC=1.CC(OC(/N=N/C(OC(C)C)=O)=O)C. The catalyst is C(Cl)Cl.CO.C1COCC1. The product is [CH3:3][N:2]([CH3:1])[CH2:4][C:5]1([C:11]2[CH:16]=[CH:15][C:14]([O:17][CH2:25][CH2:24][CH:23]([N:18]3[CH2:22][CH2:21][CH2:20][CH2:19]3)[CH3:27])=[CH:13][CH:12]=2)[CH2:6][CH2:7][O:8][CH2:9][CH2:10]1. The yield is 0.240. (3) The reactants are [C:1]1([C:7]2[CH:12]=[C:11]([C:13]3([CH3:18])[O:17][CH2:16][CH2:15][O:14]3)[CH:10]=[CH:9][C:8]=2[NH:19][C:20]([C:22]2[N:23](COCC[Si](C)(C)C)[CH:24]=[C:25]([C:27]#[N:28])[N:26]=2)=[O:21])[CH2:6][CH2:5][CH2:4][CH2:3][CH:2]=1.[F-].C([N+](CCCC)(CCCC)CCCC)CCC. The catalyst is C1COCC1.CCOC(C)=O. The product is [C:1]1([C:7]2[CH:12]=[C:11]([C:13]3([CH3:18])[O:14][CH2:15][CH2:16][O:17]3)[CH:10]=[CH:9][C:8]=2[NH:19][C:20]([C:22]2[NH:26][C:25]([C:27]#[N:28])=[CH:24][N:23]=2)=[O:21])[CH2:6][CH2:5][CH2:4][CH2:3][CH:2]=1. The yield is 0.930. (4) The reactants are [CH2:1]([O:8][C:9]1[C:10]([NH:15][C:16]([NH2:18])=[S:17])=[N:11][CH:12]=[CH:13][CH:14]=1)[C:2]1[CH:7]=[CH:6][CH:5]=[CH:4][CH:3]=1.Br[CH2:20][C:21](=O)[CH2:22][CH2:23][N:24]1[C:32](=[O:33])[C:31]2[C:26](=[CH:27][CH:28]=[CH:29][CH:30]=2)[C:25]1=[O:34].C(N(CC)CC)C.C(O)C. The catalyst is O. The product is [CH2:1]([O:8][C:9]1[C:10]([NH:15][C:16]2[S:17][CH:20]=[C:21]([CH2:22][CH2:23][N:24]3[C:32](=[O:33])[C:31]4[C:26](=[CH:27][CH:28]=[CH:29][CH:30]=4)[C:25]3=[O:34])[N:18]=2)=[N:11][CH:12]=[CH:13][CH:14]=1)[C:2]1[CH:3]=[CH:4][CH:5]=[CH:6][CH:7]=1. The yield is 0.980.